Dataset: Peptide-MHC class II binding affinity with 134,281 pairs from IEDB. Task: Regression. Given a peptide amino acid sequence and an MHC pseudo amino acid sequence, predict their binding affinity value. This is MHC class II binding data. (1) The peptide sequence is AFKVAATAANAAEAN. The MHC is HLA-DPA10201-DPB11401 with pseudo-sequence HLA-DPA10201-DPB11401. The binding affinity (normalized) is 0.787. (2) The peptide sequence is YDKFLASVSTVLTGK. The MHC is DRB1_0404 with pseudo-sequence DRB1_0404. The binding affinity (normalized) is 0.163. (3) The peptide sequence is VLAKSPDTTCSEIEE. The MHC is DRB1_1001 with pseudo-sequence DRB1_1001. The binding affinity (normalized) is 0.265. (4) The peptide sequence is GAGKTRRFLPQILAE. The MHC is HLA-DQA10501-DQB10402 with pseudo-sequence HLA-DQA10501-DQB10402. The binding affinity (normalized) is 0.744. (5) The peptide sequence is FDHEFTFGWDELLSK. The binding affinity (normalized) is 0.652. The MHC is HLA-DQA10101-DQB10501 with pseudo-sequence HLA-DQA10101-DQB10501. (6) The peptide sequence is IFSQNMNIKLQMPLY. The MHC is HLA-DQA10102-DQB10602 with pseudo-sequence HLA-DQA10102-DQB10602. The binding affinity (normalized) is 0.485.